Regression. Given a peptide amino acid sequence and an MHC pseudo amino acid sequence, predict their binding affinity value. This is MHC class II binding data. From a dataset of Peptide-MHC class II binding affinity with 134,281 pairs from IEDB. (1) The peptide sequence is EIYNMVKFRMIAGQE. The MHC is DRB1_0404 with pseudo-sequence DRB1_0404. The binding affinity (normalized) is 0.590. (2) The peptide sequence is EKKYFAATQFEPYAA. The MHC is HLA-DPA10301-DPB10402 with pseudo-sequence HLA-DPA10301-DPB10402. The binding affinity (normalized) is 0.613. (3) The MHC is HLA-DPA10201-DPB10501 with pseudo-sequence HLA-DPA10201-DPB10501. The binding affinity (normalized) is 0.0352. The peptide sequence is MKDLDEPGHLAPTGM. (4) The peptide sequence is MATFKIQPVFMVASFLKA. The MHC is DRB1_1501 with pseudo-sequence DRB1_1501. The binding affinity (normalized) is 0.714. (5) The peptide sequence is SWKLEKASLIEVKTC. The MHC is DRB1_0701 with pseudo-sequence DRB1_0701. The binding affinity (normalized) is 0.452. (6) The peptide sequence is ITDTTIGTGDDCISI. The MHC is HLA-DPA10201-DPB10101 with pseudo-sequence HLA-DPA10201-DPB10101. The binding affinity (normalized) is 0. (7) The peptide sequence is AAATFGTTVYGAFAA. The MHC is HLA-DQA10401-DQB10402 with pseudo-sequence HLA-DQA10401-DQB10402. The binding affinity (normalized) is 0.532. (8) The peptide sequence is AFKVYATAANAAPAN. The MHC is HLA-DPA10103-DPB10301 with pseudo-sequence HLA-DPA10103-DPB10301. The binding affinity (normalized) is 0.835.